This data is from Reaction yield outcomes from USPTO patents with 853,638 reactions. The task is: Predict the reaction yield, written as a fraction of the theoretical maximum amount of product (1.0 means a 100% yield; for example, 0.34 means a 34% yield). The reactants are [N+:1]([C:4]1[CH:5]=[C:6]([CH:10]=[CH:11][C:12]=1[N+:13]([O-:15])=[O:14])[C:7](O)=[O:8])([O-:3])=[O:2].C(O)(=O)C.O. The catalyst is C1COCC1. The product is [N+:1]([C:4]1[CH:5]=[C:6]([CH2:7][OH:8])[CH:10]=[CH:11][C:12]=1[N+:13]([O-:15])=[O:14])([O-:3])=[O:2]. The yield is 1.00.